From a dataset of Full USPTO retrosynthesis dataset with 1.9M reactions from patents (1976-2016). Predict the reactants needed to synthesize the given product. (1) Given the product [CH:1]([C:4]1[N:5]=[C:6]([CH2:9][CH2:10][C:11]2[CH:16]=[CH:15][N:14]3[C:26](=[O:27])[C:25]([O:24][CH2:23][C:21]([O:20][CH2:18][CH3:19])=[O:22])=[CH:31][N:17]=[C:13]3[CH:12]=2)[S:7][CH:8]=1)([CH3:3])[CH3:2], predict the reactants needed to synthesize it. The reactants are: [CH:1]([C:4]1[N:5]=[C:6]([CH2:9][CH2:10][C:11]2[CH:16]=[CH:15][N:14]=[C:13]([NH2:17])[CH:12]=2)[S:7][CH:8]=1)([CH3:3])[CH3:2].[CH2:18]([O:20][C:21]([CH2:23][O:24][C:25](=[C:31](OC)N(C)C)[C:26](OCC)=[O:27])=[O:22])[CH3:19]. (2) Given the product [CH3:1][S:2]([C:5]1[CH:6]=[CH:7][C:8]([N:14]2[CH2:19][CH2:18][CH2:17][CH2:16][CH2:15]2)=[C:9]([C:10]([N:23]2[CH2:24][CH2:25][N:20]([C:26]3[N:27]=[CH:28][C:29]([C:30]#[N:31])=[CH:32][CH:33]=3)[CH2:21][CH2:22]2)=[O:12])[CH:13]=1)(=[O:3])=[O:4], predict the reactants needed to synthesize it. The reactants are: [CH3:1][S:2]([C:5]1[CH:6]=[CH:7][C:8]([N:14]2[CH2:19][CH2:18][CH2:17][CH2:16][CH2:15]2)=[C:9]([CH:13]=1)[C:10]([OH:12])=O)(=[O:4])=[O:3].[N:20]1([C:26]2[CH:33]=[CH:32][C:29]([C:30]#[N:31])=[CH:28][N:27]=2)[CH2:25][CH2:24][NH:23][CH2:22][CH2:21]1.C(Cl)CCl.C1C=CC2N(O)N=NC=2C=1. (3) Given the product [Cl:1][C:2]1[CH:7]=[C:6]([C:8]#[C:9][C:10]2[N:11]=[C:12]([CH3:15])[N:13]([CH:16]([CH3:18])[CH3:17])[CH:14]=2)[CH:5]=[CH:4][N:3]=1, predict the reactants needed to synthesize it. The reactants are: [Cl:1][C:2]1[CH:7]=[C:6]([C:8]#[C:9][C:10]2[N:11]=[C:12]([CH3:15])[NH:13][CH:14]=2)[CH:5]=[CH:4][N:3]=1.[CH:16](Br)([CH3:18])[CH3:17]. (4) Given the product [CH3:1][O:33][C:32](=[O:34])[C@@H:31]1[CH2:35][C@H:36]([N:38]=[N+:39]=[N-:40])[CH2:37][N:30]1[C:23]([O:25][C:26]([CH3:29])([CH3:28])[CH3:27])=[O:24], predict the reactants needed to synthesize it. The reactants are: [CH2:1](N(CC)CC)C.C[Si](N([Si](C)(C)C)C(=O)C(F)(F)F)(C)C.[C:23]([N:30]1[CH2:37][C@@H:36]([N:38]=[N+:39]=[N-:40])[CH2:35][C@H:31]1[C:32]([OH:34])=[O:33])([O:25][C:26]([CH3:29])([CH3:28])[CH3:27])=[O:24].CN(C(ON1N=NC2C=CC=NC1=2)=[N+](C)C)C.F[P-](F)(F)(F)(F)F. (5) Given the product [Cl:13][C:10]1[CH:11]=[C:12]2[C:7]([C:6]([C:14]([N:16]3[CH2:17][CH2:18][N:19]([C:22]4[CH:27]=[CH:26][CH:25]=[CH:24][C:23]=4[F:28])[CH2:20][CH2:21]3)=[O:15])=[CH:5][N:4]2[CH2:3][CH2:2][NH:1][S:29]([CH3:32])(=[O:31])=[O:30])=[CH:8][CH:9]=1, predict the reactants needed to synthesize it. The reactants are: [NH2:1][CH2:2][CH2:3][N:4]1[C:12]2[C:7](=[CH:8][CH:9]=[C:10]([Cl:13])[CH:11]=2)[C:6]([C:14]([N:16]2[CH2:21][CH2:20][N:19]([C:22]3[CH:27]=[CH:26][CH:25]=[CH:24][C:23]=3[F:28])[CH2:18][CH2:17]2)=[O:15])=[CH:5]1.[S:29](Cl)([CH3:32])(=[O:31])=[O:30].C(N(CC)CC)C.